This data is from Catalyst prediction with 721,799 reactions and 888 catalyst types from USPTO. The task is: Predict which catalyst facilitates the given reaction. Reactant: [CH:1]([N:4]1[CH2:9][CH2:8][CH:7]([N:10]2[CH2:15][CH2:14][CH2:13][C@H:12]([NH:16][S:17]([CH:20]=[CH:21][C:22]3[S:23][C:24](Cl)=[CH:25][CH:26]=3)(=[O:19])=[O:18])[C:11]2=[O:28])[CH2:6][CH2:5]1)([CH3:3])[CH3:2]. Product: [CH:1]([N:4]1[CH2:9][CH2:8][CH:7]([N:10]2[CH2:15][CH2:14][CH2:13][C@H:12]([NH:16][S:17]([CH2:20][CH2:21][C:22]3[S:23][CH:24]=[CH:25][CH:26]=3)(=[O:19])=[O:18])[C:11]2=[O:28])[CH2:6][CH2:5]1)([CH3:3])[CH3:2]. The catalyst class is: 19.